This data is from Reaction yield outcomes from USPTO patents with 853,638 reactions. The task is: Predict the reaction yield, written as a fraction of the theoretical maximum amount of product (1.0 means a 100% yield; for example, 0.34 means a 34% yield). (1) The reactants are [CH3:1][O:2][C:3]1[CH:8]=[CH:7][C:6]([O:9][CH2:10][O:11][CH3:12])=[CH:5][N:4]=1.C[Li].CN([CH:18]=[O:19])C. The catalyst is C1COCC1.C(NC(C)C)(C)C. The product is [CH3:1][O:2][C:3]1[CH:8]=[C:7]([C:6]([O:9][CH2:10][O:11][CH3:12])=[CH:5][N:4]=1)[CH:18]=[O:19]. The yield is 0.957. (2) The reactants are C1N=C(N)C2N=CN([C@@H]3[O:14][C@H](COP(OP(OC[C@H]4O[C@@H](N5C=C(C(N)=O)CC=C5)[C@H](O)[C@@H]4O)(O)=O)(O)=O)[C@@H](O)[C@H]3O)C=2N=1.[CH2:45]([N:52]1[CH2:57][CH2:56][CH2:55][CH2:54][CH2:53]1)[C:46]1[CH:51]=[CH:50][CH:49]=[CH:48][CH:47]=1. The catalyst is C(O)C(N)(CO)CO.Cl. The product is [CH2:45]([N:52]1[CH2:57][CH2:56][CH:55]([OH:14])[CH2:54][CH2:53]1)[C:46]1[CH:51]=[CH:50][CH:49]=[CH:48][CH:47]=1. The yield is 0.900. (3) The reactants are [CH3:1][NH:2][C:3]1[CH:4]=[C:5]([C:9]2[CH:14]=[CH:13][C:12]([CH2:15][CH:16]3[S:20][C:19](=[O:21])[NH:18][C:17]3=[O:22])=[CH:11][CH:10]=2)[CH:6]=[CH:7][CH:8]=1.[CH2:23]([O:29][C:30]1[CH:35]=[CH:34][C:33]([N:36]=[C:37]=[O:38])=[CH:32][CH:31]=1)[CH2:24][CH2:25][CH2:26][CH2:27][CH3:28].Cl. The catalyst is ClCCl. The product is [O:21]=[C:19]1[NH:18][C:17](=[O:22])[CH:16]([CH2:15][C:12]2[CH:11]=[CH:10][C:9]([C:5]3[CH:6]=[CH:7][CH:8]=[C:3]([N:2]([CH3:1])[C:37]([NH:36][C:33]4[CH:32]=[CH:31][C:30]([O:29][CH2:23][CH2:24][CH2:25][CH2:26][CH2:27][CH3:28])=[CH:35][CH:34]=4)=[O:38])[CH:4]=3)=[CH:14][CH:13]=2)[S:20]1. The yield is 0.680. (4) The reactants are [CH3:1][C:2]1([CH3:23])[CH2:6][O:5][C:4]2=[CH:7][C:8]3[O:9][CH2:10][C:11]4([C:21]=3[CH:22]=[C:3]12)[C:19]1[C:14](=[CH:15][CH:16]=[CH:17][CH:18]=1)[NH:13][C:12]4=[O:20].[H-].[Na+].Br.Br[CH2:28][C:29]1[CH:30]=[N:31][CH:32]=[CH:33][CH:34]=1. The catalyst is CN(C=O)C. The product is [CH3:1][C:2]1([CH3:23])[CH2:6][O:5][C:4]2=[CH:7][C:8]3[O:9][CH2:10][C:11]4([C:21]=3[CH:22]=[C:3]12)[C:19]1[C:14](=[CH:15][CH:16]=[CH:17][CH:18]=1)[N:13]([CH2:28][C:29]1[CH:30]=[N:31][CH:32]=[CH:33][CH:34]=1)[C:12]4=[O:20]. The yield is 0.480. (5) The reactants are [F:1][C:2]([F:7])([F:6])[C:3]([OH:5])=[O:4].[CH:8]1([CH:13]([N:19]2[CH:23]=[C:22]([C:24]3[C:25]4[CH:32]=[CH:31][NH:30][C:26]=4[N:27]=[CH:28][N:29]=3)[CH:21]=[N:20]2)[CH2:14][CH:15]=[C:16]([F:18])[F:17])[CH2:12][CH2:11][CH2:10][CH2:9]1. The catalyst is CO.[Pd]. The product is [F:1][C:2]([F:7])([F:6])[C:3]([OH:5])=[O:4].[CH:8]1([CH:13]([N:19]2[CH:23]=[C:22]([C:24]3[C:25]4[CH:32]=[CH:31][NH:30][C:26]=4[N:27]=[CH:28][N:29]=3)[CH:21]=[N:20]2)[CH2:14][CH2:15][CH:16]([F:17])[F:18])[CH2:12][CH2:11][CH2:10][CH2:9]1. The yield is 0.210.